This data is from Cav3 T-type calcium channel HTS with 100,875 compounds. The task is: Binary Classification. Given a drug SMILES string, predict its activity (active/inactive) in a high-throughput screening assay against a specified biological target. (1) The drug is O=C(Nc1nn(c2nc3c(cc12)cccc3C)CC)c1ncccc1. The result is 0 (inactive). (2) The result is 0 (inactive). The drug is OC1(C2(C(C3C(C4(C(=CC3)CC(O)CC4)C)CC2)CC1)C)C(=O)C. (3) The drug is s1c2c(c(CN3CCN(CC3)c3ccc(F)cc3)c1NC(=O)C)CCCC2. The result is 0 (inactive). (4) The molecule is S(=O)(=O)(Nc1cc(F)ccc1)c1cc(oc1)C(=O)N. The result is 0 (inactive). (5) The drug is O=C1N(C(=O)C2C1C(NC2c1c(O)c(OC)ccc1)(C)C(O)=O)C(C)C. The result is 0 (inactive). (6) The molecule is O1C(Cc2c(C1)c(nc(N1CCCC1)c2C#N)c1occc1)(C)C. The result is 0 (inactive).